From a dataset of Catalyst prediction with 721,799 reactions and 888 catalyst types from USPTO. Predict which catalyst facilitates the given reaction. (1) Reactant: [CH2:1]([C@@H:8]1[CH2:12][O:11][C:10](=[O:13])[NH:9]1)[C:2]1[CH:7]=[CH:6][CH:5]=[CH:4][CH:3]=1.[Li]CCCC.[C:19](Cl)(=[O:24])[CH2:20][CH2:21][CH:22]=[CH2:23]. Product: [CH2:1]([C@@H:8]1[CH2:12][O:11][C:10](=[O:13])[N:9]1[C:19](=[O:24])[CH2:20][CH2:21][CH:22]=[CH2:23])[C:2]1[CH:3]=[CH:4][CH:5]=[CH:6][CH:7]=1. The catalyst class is: 1. (2) Reactant: [H-].[Na+].[Cl:3][C:4]1[C:16]2[C:15]3[C:10](=[CH:11][CH:12]=[CH:13][CH:14]=3)[NH:9][C:8]=2[CH:7]=[CH:6][CH:5]=1.Cl[C:18]1[N:23]=[C:22]([C:24]2[CH:29]=[CH:28][CH:27]=[CH:26][CH:25]=2)[N:21]=[C:20]([C:30]2[CH:35]=[CH:34][CH:33]=[CH:32][CH:31]=2)[N:19]=1.CO. Product: [Cl:3][C:4]1[C:16]2[C:15]3[C:10](=[CH:11][CH:12]=[CH:13][CH:14]=3)[N:9]([C:18]3[N:23]=[C:22]([C:24]4[CH:29]=[CH:28][CH:27]=[CH:26][CH:25]=4)[N:21]=[C:20]([C:30]4[CH:31]=[CH:32][CH:33]=[CH:34][CH:35]=4)[N:19]=3)[C:8]=2[CH:7]=[CH:6][CH:5]=1. The catalyst class is: 35. (3) Reactant: [CH:1]1[C:10]2[C:11]3[CH2:16][NH:15][CH2:14][CH2:13][C:12]=3[N:8]3[C:9]=2[C:4]([CH2:5][CH2:6][CH2:7]3)=[CH:3][CH:2]=1.[BH3-]C#N.[Na+].[OH-].[Na+].O. Product: [CH:1]1[C:10]2[C@H:11]3[CH2:16][NH:15][CH2:14][CH2:13][C@H:12]3[N:8]3[C:9]=2[C:4]([CH2:5][CH2:6][CH2:7]3)=[CH:3][CH:2]=1. The catalyst class is: 67. (4) Reactant: Cl[C:2]1[C:3]2[C:4](=[CH:17][N:18](CC3C=CC(OC)=CC=3)[N:19]=2)[N:5]=[C:6]([C:8]2[CH:9]=[C:10]3[NH:16][CH:15]=[CH:14][C:11]3=[N:12][CH:13]=2)[N:7]=1.[O:29]1[CH2:34][CH2:33][N:32]([C:35]2[CH:41]=[CH:40][C:38]([NH2:39])=[CH:37][CH:36]=2)[CH2:31][CH2:30]1.Cl. Product: [O:29]1[CH2:30][CH2:31][N:32]([C:35]2[CH:36]=[CH:37][C:38]([NH:39][C:2]3[C:3]4[NH:19][N:18]=[CH:17][C:4]=4[N:5]=[C:6]([C:8]4[CH:9]=[C:10]5[NH:16][CH:15]=[CH:14][C:11]5=[N:12][CH:13]=4)[N:7]=3)=[CH:40][CH:41]=2)[CH2:33][CH2:34]1. The catalyst class is: 71. (5) Reactant: [Cl:1][C:2]1[CH:7]=[CH:6][C:5]([C:8]2[O:9][C:10]3[CH:20]=[C:19]([NH:21][S:22]([CH3:25])(=[O:24])=[O:23])[C:18]([CH:26]4[CH2:28][CH2:27]4)=[CH:17][C:11]=3[C:12]=2[C:13]([NH:15][CH3:16])=[O:14])=[CH:4][CH:3]=1.[CH2:29]([O:36][C:37]1[CH:42]=[CH:41][C:40](B(O)O)=[CH:39][C:38]=1[F:46])[C:30]1[CH:35]=[CH:34][CH:33]=[CH:32][CH:31]=1.C(N(CC)CC)C. Product: [CH2:29]([O:36][C:37]1[CH:42]=[CH:41][C:40]([N:21]([C:19]2[C:18]([CH:26]3[CH2:28][CH2:27]3)=[CH:17][C:11]3[C:12]([C:13]([NH:15][CH3:16])=[O:14])=[C:8]([C:5]4[CH:6]=[CH:7][C:2]([Cl:1])=[CH:3][CH:4]=4)[O:9][C:10]=3[CH:20]=2)[S:22]([CH3:25])(=[O:23])=[O:24])=[CH:39][C:38]=1[F:46])[C:30]1[CH:31]=[CH:32][CH:33]=[CH:34][CH:35]=1. The catalyst class is: 749.